From a dataset of NCI-60 drug combinations with 297,098 pairs across 59 cell lines. Regression. Given two drug SMILES strings and cell line genomic features, predict the synergy score measuring deviation from expected non-interaction effect. (1) Synergy scores: CSS=-0.729, Synergy_ZIP=1.84, Synergy_Bliss=3.25, Synergy_Loewe=-4.61, Synergy_HSA=-3.05. Drug 1: C1=NC(=NC(=O)N1C2C(C(C(O2)CO)O)O)N. Cell line: T-47D. Drug 2: CS(=O)(=O)OCCCCOS(=O)(=O)C. (2) Drug 2: C1=CC(=CC=C1C#N)C(C2=CC=C(C=C2)C#N)N3C=NC=N3. Cell line: HS 578T. Synergy scores: CSS=-2.63, Synergy_ZIP=0.140, Synergy_Bliss=-5.14, Synergy_Loewe=-15.7, Synergy_HSA=-7.45. Drug 1: C1=NC2=C(N1)C(=S)N=C(N2)N. (3) Drug 1: C1=CC(=CC=C1CCCC(=O)O)N(CCCl)CCCl. Drug 2: CNC(=O)C1=NC=CC(=C1)OC2=CC=C(C=C2)NC(=O)NC3=CC(=C(C=C3)Cl)C(F)(F)F. Cell line: SF-539. Synergy scores: CSS=19.2, Synergy_ZIP=-4.56, Synergy_Bliss=-6.54, Synergy_Loewe=-6.08, Synergy_HSA=-3.74. (4) Drug 1: CC1=C(C=C(C=C1)NC2=NC=CC(=N2)N(C)C3=CC4=NN(C(=C4C=C3)C)C)S(=O)(=O)N.Cl. Drug 2: CCC1(C2=C(COC1=O)C(=O)N3CC4=CC5=C(C=CC(=C5CN(C)C)O)N=C4C3=C2)O.Cl. Cell line: 786-0. Synergy scores: CSS=17.1, Synergy_ZIP=0.594, Synergy_Bliss=0.638, Synergy_Loewe=-31.5, Synergy_HSA=1.16. (5) Drug 1: CCC1(CC2CC(C3=C(CCN(C2)C1)C4=CC=CC=C4N3)(C5=C(C=C6C(=C5)C78CCN9C7C(C=CC9)(C(C(C8N6C)(C(=O)OC)O)OC(=O)C)CC)OC)C(=O)OC)O.OS(=O)(=O)O. Drug 2: CC1C(C(CC(O1)OC2CC(CC3=C2C(=C4C(=C3O)C(=O)C5=C(C4=O)C(=CC=C5)OC)O)(C(=O)CO)O)N)O.Cl. Cell line: CCRF-CEM. Synergy scores: CSS=50.7, Synergy_ZIP=-4.81, Synergy_Bliss=-5.17, Synergy_Loewe=-0.854, Synergy_HSA=-0.231. (6) Drug 1: C1CCC(CC1)NC(=O)N(CCCl)N=O. Drug 2: B(C(CC(C)C)NC(=O)C(CC1=CC=CC=C1)NC(=O)C2=NC=CN=C2)(O)O. Cell line: ACHN. Synergy scores: CSS=12.7, Synergy_ZIP=-2.89, Synergy_Bliss=-0.502, Synergy_Loewe=-1.04, Synergy_HSA=-1.38.